Dataset: Forward reaction prediction with 1.9M reactions from USPTO patents (1976-2016). Task: Predict the product of the given reaction. Given the reactants [CH3:1][S:2](Cl)(=[O:4])=[O:3].[CH3:6][O:7][CH2:8][CH:9]([OH:11])[CH3:10].C(N(CC)CC)C, predict the reaction product. The product is: [CH3:1][S:2]([O:11][CH:9]([CH3:10])[CH2:8][O:7][CH3:6])(=[O:4])=[O:3].